Dataset: Peptide-MHC class I binding affinity with 185,985 pairs from IEDB/IMGT. Task: Regression. Given a peptide amino acid sequence and an MHC pseudo amino acid sequence, predict their binding affinity value. This is MHC class I binding data. (1) The peptide sequence is SSMNSDAAY. The MHC is HLA-A11:01 with pseudo-sequence HLA-A11:01. The binding affinity (normalized) is 0.540. (2) The binding affinity (normalized) is 0.577. The MHC is HLA-A02:01 with pseudo-sequence HLA-A02:01. The peptide sequence is LMKMGAPEV. (3) The peptide sequence is PLHIVCSKTV. The MHC is HLA-A02:02 with pseudo-sequence HLA-A02:02. The binding affinity (normalized) is 0.0342.